From a dataset of Full USPTO retrosynthesis dataset with 1.9M reactions from patents (1976-2016). Predict the reactants needed to synthesize the given product. (1) Given the product [CH3:19][C:16]1[CH:17]=[CH:18][C:13]([CH2:12][N:5]2[C:6](=[O:11])[N:7]([CH2:8][CH2:9][CH3:10])[C:3]([CH:2]=[O:1])=[N:4]2)=[CH:14][CH:15]=1, predict the reactants needed to synthesize it. The reactants are: [OH:1][CH2:2][C:3]1[N:7]([CH2:8][CH2:9][CH3:10])[C:6](=[O:11])[N:5]([CH2:12][C:13]2[CH:18]=[CH:17][C:16]([CH3:19])=[CH:15][CH:14]=2)[N:4]=1. (2) Given the product [C:13]([C@@:10]1([CH:15]2[CH2:17][CH2:16]2)[CH2:11][CH2:12][N:8]([C:6]2[CH:5]=[CH:4][N:3]=[C:2]([NH:1][C:20]3[N:21]=[CH:22][C:23]([C:26]([N:28]([CH3:30])[CH3:29])=[O:27])=[N:24][CH:25]=3)[CH:7]=2)[C:9]1=[O:18])#[N:14], predict the reactants needed to synthesize it. The reactants are: [NH2:1][C:2]1[CH:7]=[C:6]([N:8]2[CH2:12][CH2:11][C@:10]([CH:15]3[CH2:17][CH2:16]3)([C:13]#[N:14])[C:9]2=[O:18])[CH:5]=[CH:4][N:3]=1.Cl[C:20]1[N:21]=[CH:22][C:23]([C:26]([N:28]([CH3:30])[CH3:29])=[O:27])=[N:24][CH:25]=1.C(=O)([O-])[O-].[K+].[K+].C1(P(C2CCCCC2)C2C(OC)=CC=C(OC)C=2C2C(C(C)C)=CC(C(C)C)=CC=2C(C)C)CCCCC1.C(=O)([O-])O.[Na+]. (3) Given the product [CH3:1][C:2]1[C:3]([C:22]2[CH:23]=[CH:24][C:25]([C:28]([NH:32][CH2:31][CH2:73][CH2:71][N:67]3[CH2:66][CH2:65][N:61]([CH3:59])[CH2:70][CH2:68]3)=[O:30])=[CH:26][CH:27]=2)=[CH:4][C:5]([NH:8][C:9](=[O:21])[C:10]2[CH:15]=[CH:14][N:13]=[C:12]([N:16]3[CH2:20][CH2:19][CH2:18][CH2:17]3)[CH:11]=2)=[CH:6][CH:7]=1, predict the reactants needed to synthesize it. The reactants are: [CH3:1][C:2]1[CH:7]=[CH:6][C:5]([NH:8][C:9](=[O:21])[C:10]2[CH:15]=[CH:14][N:13]=[C:12]([N:16]3[CH2:20][CH2:19][CH2:18][CH2:17]3)[CH:11]=2)=[CH:4][C:3]=1[C:22]1[CH:27]=[CH:26][C:25]([C:28]([OH:30])=O)=[CH:24][CH:23]=1.[CH3:31][N:32](C(ON1N=NC2C=CC=NC1=2)=[N+](C)C)C.F[P-](F)(F)(F)(F)F.C1C=CC2N(O)N=[N:61][C:59]=2C=1.[CH3:65][CH2:66][N:67]([CH:71]([CH3:73])C)[CH:68]([CH3:70])C. (4) Given the product [CH2:10]([NH:9][C:5]1[C:6]([NH2:8])=[N:7][C:2]([Cl:1])=[CH:3][CH:4]=1)[C:11]1[CH:16]=[CH:15][CH:14]=[CH:13][CH:12]=1, predict the reactants needed to synthesize it. The reactants are: [Cl:1][C:2]1[N:7]=[C:6]([NH2:8])[C:5]([NH2:9])=[CH:4][CH:3]=1.[CH:10](=O)[C:11]1[CH:16]=[CH:15][CH:14]=[CH:13][CH:12]=1.C(O)(=O)C.[BH-](OC(C)=O)(OC(C)=O)OC(C)=O.[Na+].